This data is from Forward reaction prediction with 1.9M reactions from USPTO patents (1976-2016). The task is: Predict the product of the given reaction. (1) Given the reactants [S:1](=[O:5])(=[O:4])([OH:3])[OH:2].[S:6]1[CH:10]=[CH:9][C:8]2[C:11]([N:15]3[CH2:20][CH2:19][N:18]([CH2:21][CH2:22][CH2:23][CH2:24][O:25]N4C5C(=CC=CC=5)C=CC4=O)[CH2:17][CH2:16]3)=[CH:12][CH:13]=[CH:14][C:7]1=2.[CH3:37][OH:38], predict the reaction product. The product is: [S:1]([OH:5])([OH:4])(=[O:3])=[O:2].[S:6]1[CH:10]=[CH:9][C:8]2[C:11]([N:15]3[CH2:16][CH2:17][N:18]([CH2:21][CH2:22][CH2:23][CH2:24][O:25][C:13]4[CH:12]=[C:11]5[C:8]([CH:9]=[CH:10][C:37](=[O:38])[NH:15]5)=[CH:7][CH:14]=4)[CH2:19][CH2:20]3)=[CH:12][CH:13]=[CH:14][C:7]1=2. (2) Given the reactants [S:1]1[C:9]2[C:4](=[N:5][CH:6]=[CH:7][CH:8]=2)[N:3]=[C:2]1[O:10][C:11]1[CH:26]=[CH:25][C:14]2[CH:15]=[C:16]([CH2:18][N:19]3[CH2:23][CH2:22][CH:21]([NH2:24])[CH2:20]3)[O:17][C:13]=2[CH:12]=1.CCN(C(C)C)C(C)C.[CH3:36][S:37](Cl)(=[O:39])=[O:38], predict the reaction product. The product is: [CH:13]([OH:17])=[O:38].[S:1]1[C:9]2[C:4](=[N:5][CH:6]=[CH:7][CH:8]=2)[N:3]=[C:2]1[O:10][C:11]1[CH:26]=[CH:25][C:14]2[CH:15]=[C:16]([CH2:18][N:19]3[CH2:23][CH2:22][CH:21]([NH:24][S:37]([CH3:36])(=[O:39])=[O:38])[CH2:20]3)[O:17][C:13]=2[CH:12]=1. (3) Given the reactants [OH:1][CH:2]1[CH2:5][CH:4]([C:6]#[C:7][C:8]2[O:12][N:11]=[C:10]([CH2:13][CH2:14][C@@:15]([CH3:30])([S:26]([CH3:29])(=[O:28])=[O:27])[C:16]([O:18][CH2:19][C:20]3[CH:25]=[CH:24][CH:23]=[CH:22][CH:21]=3)=[O:17])[CH:9]=2)[CH2:3]1.CCN(C(C)C)C(C)C.S(=O)(=O)=O.N1C=CC=CC=1, predict the reaction product. The product is: [CH3:30][C@@:15]([S:26]([CH3:29])(=[O:27])=[O:28])([CH2:14][CH2:13][C:10]1[CH:9]=[C:8]([C:7]#[C:6][CH:4]2[CH2:5][C:2](=[O:1])[CH2:3]2)[O:12][N:11]=1)[C:16]([O:18][CH2:19][C:20]1[CH:21]=[CH:22][CH:23]=[CH:24][CH:25]=1)=[O:17].